Dataset: Forward reaction prediction with 1.9M reactions from USPTO patents (1976-2016). Task: Predict the product of the given reaction. (1) Given the reactants [F:8][C:7]([F:10])([F:9])[C:6](O[C:6](=[O:11])[C:7]([F:10])([F:9])[F:8])=[O:11].[CH:14]([O:16][CH3:17])=[CH2:15].[C:18](=O)(O)[O-].[Na+], predict the reaction product. The product is: [CH2:14]([O:16][CH:17]=[CH:18][C:6](=[O:11])[C:7]([F:8])([F:9])[F:10])[CH3:15]. (2) Given the reactants [CH3:1][O:2][C:3]1[CH:48]=[C:47]([O:49][CH3:50])[CH:46]=[CH:45][C:4]=1[CH2:5][NH:6][C:7]1[C:8]2[CH:15]=[CH:14][N:13]([C@H:16]3[C@@H:20]4[O:21][C:22]([CH3:25])([CH3:24])[O:23][C@@H:19]4[C@@H:18]([CH2:26][N:27]([CH:42]([CH3:44])[CH3:43])[CH2:28][CH2:29][CH2:30][CH2:31][C:32]([O:34]CC4C=CC=CC=4)=[O:33])[O:17]3)[C:9]=2[N:10]=[CH:11][N:12]=1.C1CC=CCC=1, predict the reaction product. The product is: [CH3:1][O:2][C:3]1[CH:48]=[C:47]([O:49][CH3:50])[CH:46]=[CH:45][C:4]=1[CH2:5][NH:6][C:7]1[C:8]2[CH:15]=[CH:14][N:13]([C@H:16]3[C@@H:20]4[O:21][C:22]([CH3:24])([CH3:25])[O:23][C@@H:19]4[C@@H:18]([CH2:26][N:27]([CH:42]([CH3:44])[CH3:43])[CH2:28][CH2:29][CH2:30][CH2:31][C:32]([OH:34])=[O:33])[O:17]3)[C:9]=2[N:10]=[CH:11][N:12]=1. (3) Given the reactants [CH3:1][CH:2]1[CH2:6][CH2:5][CH2:4][N:3]1[CH2:7][CH2:8][CH2:9][O:10][C:11]1[CH:16]=[CH:15][C:14]([C:17]2[N:18]3[C:22]([N:23]=[C:24]4[CH2:30][CH2:29][CH2:28]CC[C:25]=24)=[CH:21][CH:20]=[N:19]3)=[CH:13][CH:12]=1.[Cl:31]C1C=C(C2N3C(=CC=N3)N=C3C=2CCC3)C=CC=1OCCCCl.C[C@@H]1CCCN1, predict the reaction product. The product is: [Cl:31][C:12]1[CH:13]=[C:14]([C:17]2[N:18]3[C:22](=[CH:21][CH:20]=[N:19]3)[N:23]=[C:24]3[C:25]=2[CH2:28][CH2:29][CH2:30]3)[CH:15]=[CH:16][C:11]=1[O:10][CH2:9][CH2:8][CH2:7][N:3]1[CH2:4][CH2:5][CH2:6][C@H:2]1[CH3:1]. (4) Given the reactants Cl.[Cl:2][CH2:3][CH2:4][CH2:5][NH2:6].[CH3:7][S:8](Cl)(=[O:10])=[O:9], predict the reaction product. The product is: [Cl:2][CH2:3][CH2:4][CH2:5][NH:6][S:8]([CH3:7])(=[O:10])=[O:9]. (5) Given the reactants [NH2:1][C@@H:2]([CH2:32][C:33]1[CH:34]=[N:35][CH:36]=[CH:37][CH:38]=1)[C:3]([N:5]1[CH2:10][CH2:9][CH:8]([N:11]2[N:20]=[C:19]([C:21]3[CH:26]=[CH:25][C:24]([O:27][CH3:28])=[C:23]([O:29][CH3:30])[CH:22]=3)[C@@H:18]3[C@@H:13]([CH2:14][CH2:15][CH2:16][CH2:17]3)[C:12]2=[O:31])[CH2:7][CH2:6]1)=[O:4].[CH:39]1([CH2:42][O:43][C:44]2[CH:52]=[CH:51][C:47]3[O:48][CH2:49][O:50][C:46]=3[C:45]=2[C:53]2[C:54]3[NH:61][C:60]([CH3:62])=[C:59]([C:63](O)=[O:64])[C:55]=3[N:56]=[CH:57][N:58]=2)[CH2:41][CH2:40]1.CN(C(ON1N=NC2C=CC=CC1=2)=[N+](C)C)C.F[P-](F)(F)(F)(F)F.CCN(C(C)C)C(C)C.C(=O)(O)[O-].[Na+], predict the reaction product. The product is: [CH:39]1([CH2:42][O:43][C:44]2[CH:52]=[CH:51][C:47]3[O:48][CH2:49][O:50][C:46]=3[C:45]=2[C:53]2[C:54]3[NH:61][C:60]([CH3:62])=[C:59]([C:63]([NH:1][C@@H:2]([CH2:32][C:33]4[CH:34]=[N:35][CH:36]=[CH:37][CH:38]=4)[C:3]([N:5]4[CH2:6][CH2:7][CH:8]([N:11]5[N:20]=[C:19]([C:21]6[CH:26]=[CH:25][C:24]([O:27][CH3:28])=[C:23]([O:29][CH3:30])[CH:22]=6)[C@@H:18]6[C@@H:13]([CH2:14][CH2:15][CH2:16][CH2:17]6)[C:12]5=[O:31])[CH2:9][CH2:10]4)=[O:4])=[O:64])[C:55]=3[N:56]=[CH:57][N:58]=2)[CH2:40][CH2:41]1. (6) Given the reactants [CH3:1][O:2][C:3](=[O:17])[CH2:4][C:5]1[CH:14]=[C:13]([OH:15])[C:12]2[C:7](=[CH:8][CH:9]=[C:10]([F:16])[CH:11]=2)[CH:6]=1.[F:18][C:19]([F:32])([F:31])[S:20](O[S:20]([C:19]([F:32])([F:31])[F:18])(=[O:22])=[O:21])(=[O:22])=[O:21].N1C=CC=CC=1, predict the reaction product. The product is: [CH3:1][O:2][C:3](=[O:17])[CH2:4][C:5]1[CH:14]=[C:13]([O:15][S:20]([C:19]([F:32])([F:31])[F:18])(=[O:22])=[O:21])[C:12]2[C:7](=[CH:8][CH:9]=[C:10]([F:16])[CH:11]=2)[CH:6]=1. (7) Given the reactants [CH3:1][C:2]1[C:7]([CH3:8])=[CH:6][C:5]([NH:9][CH2:10][CH:11]([NH:19][C:20](=[O:26])[O:21][C:22]([CH3:25])([CH3:24])[CH3:23])[CH2:12][C:13]2[CH:18]=[CH:17][CH:16]=[CH:15][CH:14]=2)=[C:4]([N+:27]([O-])=O)[CH:3]=1.[BH4-].[Na+], predict the reaction product. The product is: [NH2:27][C:4]1[CH:3]=[C:2]([CH3:1])[C:7]([CH3:8])=[CH:6][C:5]=1[NH:9][CH2:10][CH:11]([NH:19][C:20](=[O:26])[O:21][C:22]([CH3:24])([CH3:23])[CH3:25])[CH2:12][C:13]1[CH:14]=[CH:15][CH:16]=[CH:17][CH:18]=1.